Dataset: Peptide-MHC class II binding affinity with 134,281 pairs from IEDB. Task: Regression. Given a peptide amino acid sequence and an MHC pseudo amino acid sequence, predict their binding affinity value. This is MHC class II binding data. The peptide sequence is YVYAKEGYEPVLVIQSSEDY. The MHC is DRB1_0701 with pseudo-sequence DRB1_0701. The binding affinity (normalized) is 0.346.